From a dataset of Reaction yield outcomes from USPTO patents with 853,638 reactions. Predict the reaction yield, written as a fraction of the theoretical maximum amount of product (1.0 means a 100% yield; for example, 0.34 means a 34% yield). (1) The reactants are [Cl:1][C:2]1[CH:3]=[C:4]([N:8]([C:14]2[C:19]([C:20]([F:23])([F:22])[F:21])=[CH:18][C:17]([NH2:24])=[CH:16][C:15]=2[NH2:25])[C:9](=O)[O:10]CC)[CH:5]=[CH:6][CH:7]=1.[H-].[Na+].C(=O)(O)[O-].[Na+]. The catalyst is C(O)C. The product is [NH2:24][C:17]1[CH:18]=[C:19]([C:20]([F:21])([F:22])[F:23])[C:14]2[N:8]([C:4]3[CH:5]=[CH:6][CH:7]=[C:2]([Cl:1])[CH:3]=3)[C:9](=[O:10])[NH:25][C:15]=2[CH:16]=1. The yield is 0.290. (2) The reactants are [C:1]([O:5][C:6](=[O:32])[N:7]([CH2:9][C:10]1[CH:14]=[C:13]([C:15]2[CH:20]=[CH:19][CH:18]=[CH:17][C:16]=2[CH:21]=[O:22])[N:12]([S:23]([C:26]2[CH:27]=[N:28][CH:29]=[CH:30][CH:31]=2)(=[O:25])=[O:24])[CH:11]=1)[CH3:8])([CH3:4])([CH3:3])[CH3:2].[BH4-].[Na+].CO.O. The catalyst is O1CCCC1. The product is [C:1]([O:5][C:6](=[O:32])[N:7]([CH2:9][C:10]1[CH:14]=[C:13]([C:15]2[CH:20]=[CH:19][CH:18]=[CH:17][C:16]=2[CH2:21][OH:22])[N:12]([S:23]([C:26]2[CH:27]=[N:28][CH:29]=[CH:30][CH:31]=2)(=[O:25])=[O:24])[CH:11]=1)[CH3:8])([CH3:4])([CH3:2])[CH3:3]. The yield is 0.600. (3) The reactants are [CH3:1][O:2][C:3]1[CH:4]=[CH:5][C:6]([N+:12]([O-:14])=[O:13])=[C:7]([CH:11]=1)[C:8](O)=[O:9].O=S(Cl)Cl.[BH4-].[Na+]. The catalyst is C1COCC1.CN(C=O)C. The product is [CH3:1][O:2][C:3]1[CH:4]=[CH:5][C:6]([N+:12]([O-:14])=[O:13])=[C:7]([CH2:8][OH:9])[CH:11]=1. The yield is 0.660.